This data is from Catalyst prediction with 721,799 reactions and 888 catalyst types from USPTO. The task is: Predict which catalyst facilitates the given reaction. (1) Reactant: [CH3:1][C:2]1[O:6][C:5]([C:7]2[CH:16]=[CH:15][C:10]([C:11]([O:13][CH3:14])=[O:12])=[CH:9][CH:8]=2)=[N:4][C:3]=1[CH2:17][SH:18].C(=O)([O-])[O-].CS(O[CH:28]1[CH2:33][CH2:32][CH:31]([NH:34][C:35](=[O:41])[O:36][C:37]([CH3:40])([CH3:39])[CH3:38])[CH2:30][CH2:29]1)(=O)=O. Product: [C:37]([O:36][C:35]([NH:34][CH:31]1[CH2:32][CH2:33][CH:28]([S:18][CH2:17][C:3]2[N:4]=[C:5]([C:7]3[CH:8]=[CH:9][C:10]([C:11]([O:13][CH3:14])=[O:12])=[CH:15][CH:16]=3)[O:6][C:2]=2[CH3:1])[CH2:29][CH2:30]1)=[O:41])([CH3:40])([CH3:38])[CH3:39]. The catalyst class is: 9. (2) Reactant: [S:1]1[CH:5]=[CH:4][N:3]=[C:2]1[CH2:6][C:7]1[CH2:12][CH2:11][N:10](C(OC(C)(C)C)=O)[CH2:9][CH:8]=1.[ClH:20]. Product: [ClH:20].[NH:10]1[CH2:9][CH:8]=[C:7]([CH2:6][C:2]2[S:1][CH:5]=[CH:4][N:3]=2)[CH2:12][CH2:11]1. The catalyst class is: 343. (3) Reactant: [CH3:1][C:2]1[CH:3]=[CH:4][C:5]2[O:9][N:8]=[C:7]([NH2:10])[C:6]=2[CH:11]=1.[C:12]([O:16][C:17](O[C:17]([O:16][C:12]([CH3:15])([CH3:14])[CH3:13])=[O:18])=[O:18])([CH3:15])([CH3:14])[CH3:13]. Product: [C:17]([N:10]([C:7]1[C:6]2[CH:11]=[C:2]([CH3:1])[CH:3]=[CH:4][C:5]=2[O:9][N:8]=1)[C:17]([O:16][C:12]([CH3:15])([CH3:14])[CH3:13])=[O:18])([O:16][C:12]([CH3:15])([CH3:14])[CH3:13])=[O:18]. The catalyst class is: 64. (4) Reactant: Cl.[F:2][C:3]([F:25])([F:24])[CH2:4][NH:5][C:6]([CH:8]1[C:16]2[C:11](=[CH:12][CH:13]=[CH:14][CH:15]=2)[CH2:10][N:9]1C(OC(C)(C)C)=O)=[O:7]. Product: [F:25][C:3]([F:2])([F:24])[CH2:4][NH:5][C:6]([CH:8]1[C:16]2[C:11](=[CH:12][CH:13]=[CH:14][CH:15]=2)[CH2:10][NH:9]1)=[O:7]. The catalyst class is: 2. (5) Reactant: [F:1][CH:2]([F:13])[CH2:3][N:4]1[CH:8]=[C:7]([C:9]([OH:11])=O)[N:6]=[C:5]1[CH3:12].[NH2:14][C@@H:15]([CH3:32])[CH2:16][N:17]1[CH:21]=[CH:20][C:19]([C:22]2[CH:29]=[C:28]([F:30])[C:25]([C:26]#[N:27])=[C:24]([Cl:31])[CH:23]=2)=[N:18]1.C1C=CC2N(O)N=NC=2C=1.CN(C=O)C. Product: [Cl:31][C:24]1[CH:23]=[C:22]([C:19]2[CH:20]=[CH:21][N:17]([CH2:16][C@@H:15]([NH:14][C:9]([C:7]3[N:6]=[C:5]([CH3:12])[N:4]([CH2:3][CH:2]([F:1])[F:13])[CH:8]=3)=[O:11])[CH3:32])[N:18]=2)[CH:29]=[C:28]([F:30])[C:25]=1[C:26]#[N:27]. The catalyst class is: 6.